Dataset: Full USPTO retrosynthesis dataset with 1.9M reactions from patents (1976-2016). Task: Predict the reactants needed to synthesize the given product. (1) Given the product [Br:1][C:2]1[C:10]([F:11])=[CH:9][C:5]([C:6]([O:8][CH3:13])=[O:7])=[C:4]([F:12])[CH:3]=1, predict the reactants needed to synthesize it. The reactants are: [Br:1][C:2]1[C:10]([F:11])=[CH:9][C:5]([C:6]([OH:8])=[O:7])=[C:4]([F:12])[CH:3]=1.[CH3:13]COCC.[N+](=C)=[N-]. (2) The reactants are: [CH3:1][C:2]1[C:6]2[C:7](=[O:20])[N:8]([CH2:12][CH2:13][N:14]3[CH2:19][CH2:18][O:17][CH2:16][CH2:15]3)[CH2:9][CH2:10][CH2:11][C:5]=2[NH:4][C:3]=1[CH:21]=O.[F:23][C:24]1[CH:25]=[C:26]2[C:30](=[C:31]([NH:33][CH:34]=[O:35])[CH:32]=1)[NH:29][C:28](=[O:36])[CH2:27]2. Given the product [F:23][C:24]1[CH:25]=[C:26]2[C:30](=[C:31]([NH:33][CH:34]=[O:35])[CH:32]=1)[NH:29][C:28](=[O:36])[C:27]2=[CH:21][C:3]1[NH:4][C:5]2[CH2:11][CH2:10][CH2:9][N:8]([CH2:12][CH2:13][N:14]3[CH2:19][CH2:18][O:17][CH2:16][CH2:15]3)[C:7](=[O:20])[C:6]=2[C:2]=1[CH3:1], predict the reactants needed to synthesize it. (3) Given the product [Br:1][C:2]1[C:3]([O:13][CH3:21])=[CH:4][C:5]([Cl:12])=[C:6]([CH:11]=1)[C:7]([O:9][CH3:10])=[O:8], predict the reactants needed to synthesize it. The reactants are: [Br:1][C:2]1[C:3]([OH:13])=[CH:4][C:5]([Cl:12])=[C:6]([CH:11]=1)[C:7]([O:9][CH3:10])=[O:8].O.[OH-].[Li+].S(OC)(O[CH3:21])(=O)=O.